This data is from Reaction yield outcomes from USPTO patents with 853,638 reactions. The task is: Predict the reaction yield, written as a fraction of the theoretical maximum amount of product (1.0 means a 100% yield; for example, 0.34 means a 34% yield). (1) The reactants are C(=O)([O-])[O-].[K+].[K+].[C:7]([CH2:9][C:10]([O:12][CH2:13][CH3:14])=[O:11])#[N:8].[CH2:15](Br)[C:16]([C:18]1[CH:23]=[CH:22][CH:21]=[CH:20][CH:19]=1)=[O:17]. The catalyst is CC(C)=O. The product is [C:7]([CH:9]([CH2:15][C:16](=[O:17])[C:18]1[CH:23]=[CH:22][CH:21]=[CH:20][CH:19]=1)[C:10]([O:12][CH2:13][CH3:14])=[O:11])#[N:8]. The yield is 0.900. (2) The reactants are [NH2:1][C:2]1[C:11]2[C:6](=[C:7](Br)[CH:8]=[CH:9][CH:10]=2)[N:5]=[N:4][C:3]=1[C:13]([NH:15][CH2:16][CH2:17][CH3:18])=[O:14].[CH3:19][O:20][C:21]1[N:26]=[C:25]([O:27][CH3:28])[C:24](B(O)O)=[CH:23][N:22]=1. No catalyst specified. The product is [NH2:1][C:2]1[C:11]2[C:6](=[C:7]([C:24]3[C:25]([O:27][CH3:28])=[N:26][C:21]([O:20][CH3:19])=[N:22][CH:23]=3)[CH:8]=[CH:9][CH:10]=2)[N:5]=[N:4][C:3]=1[C:13]([NH:15][CH2:16][CH2:17][CH3:18])=[O:14]. The yield is 0.280. (3) The reactants are CC(C[AlH]CC(C)C)C.[C:10]([O:14][C:15]([N:17]1[CH2:22][CH2:21][C:20]([CH2:25][O:26][CH2:27][C:28]2[CH:33]=[CH:32][CH:31]=[CH:30][CH:29]=2)([C:23]#N)[CH2:19][CH2:18]1)=[O:16])([CH3:13])([CH3:12])[CH3:11].C([O:36]CC)C. No catalyst specified. The product is [C:10]([O:14][C:15]([N:17]1[CH2:22][CH2:21][C:20]([CH2:25][O:26][CH2:27][C:28]2[CH:33]=[CH:32][CH:31]=[CH:30][CH:29]=2)([CH:23]=[O:36])[CH2:19][CH2:18]1)=[O:16])([CH3:13])([CH3:12])[CH3:11]. The yield is 0.320. (4) The reactants are [O:1]1[C:5]2[CH:6]=[CH:7][CH:8]=[CH:9][C:4]=2[N:3]=[C:2]1[C:10]1[CH:11]=[CH:12][C:13]([NH:17][CH:18]2[CH2:23][CH2:22][O:21][CH2:20][CH2:19]2)=[C:14]([CH:16]=1)[NH2:15].[N:24]1[CH:29]=[CH:28][C:27]([CH:30]=O)=[CH:26][CH:25]=1.OOS([O-])=O.[K+].C(=O)([O-])[O-].[K+].[K+]. The catalyst is CN(C=O)C.O. The product is [O:1]1[C:5]2[CH:6]=[CH:7][CH:8]=[CH:9][C:4]=2[N:3]=[C:2]1[C:10]1[CH:11]=[CH:12][C:13]2[N:17]([CH:18]3[CH2:23][CH2:22][O:21][CH2:20][CH2:19]3)[C:30]([C:27]3[CH:28]=[CH:29][N:24]=[CH:25][CH:26]=3)=[N:15][C:14]=2[CH:16]=1. The yield is 0.609. (5) The reactants are [CH:1]1([N:6]2[CH2:11][CH2:10][N:9]([C:12]([C:14]3[CH:15]=[C:16]4[C:20](=[CH:21][CH:22]=3)[NH:19][C:18]([C:23]([N:25]3[CH2:30][CH2:29][C:28]([F:32])([F:31])[CH2:27][CH2:26]3)=[O:24])=[CH:17]4)=[O:13])[CH2:8][CH2:7]2)[CH2:5][CH2:4][CH2:3][CH2:2]1.[H-].[Na+].[CH:35]1([CH2:38]Br)[CH2:37][CH2:36]1. The catalyst is CN(C)C=O. The product is [CH:1]1([N:6]2[CH2:7][CH2:8][N:9]([C:12]([C:14]3[CH:15]=[C:16]4[C:20](=[CH:21][CH:22]=3)[N:19]([CH2:38][CH:35]3[CH2:37][CH2:36]3)[C:18]([C:23]([N:25]3[CH2:26][CH2:27][C:28]([F:31])([F:32])[CH2:29][CH2:30]3)=[O:24])=[CH:17]4)=[O:13])[CH2:10][CH2:11]2)[CH2:5][CH2:4][CH2:3][CH2:2]1. The yield is 0.440. (6) The reactants are [CH3:1][O:2][C:3]1[CH:4]=[C:5]([C:9]2[C:13]([CH3:14])=[C:12]([NH2:15])[N:11]([C:16]3[CH:21]=[CH:20][CH:19]=[CH:18][CH:17]=3)[N:10]=2)[CH:6]=[N:7][CH:8]=1.C1(C2C=CC([CH2:31][O:32]C)=CC=2CN)CC1.[F:36][CH:37]([F:50])[O:38][C:39]1[CH:44]=[CH:43][C:42]([CH2:45][O:46][CH3:47])=[CH:41][C:40]=1[CH2:48][NH2:49]. No catalyst specified. The product is [F:36][CH:37]([F:50])[O:38][C:39]1[CH:44]=[CH:43][C:42]([CH2:45][O:46][CH3:47])=[CH:41][C:40]=1[CH2:48][NH:49][C:31]([NH:15][C:12]1[N:11]([C:16]2[CH:21]=[CH:20][CH:19]=[CH:18][CH:17]=2)[N:10]=[C:9]([C:5]2[CH:6]=[N:7][CH:8]=[C:3]([O:2][CH3:1])[CH:4]=2)[C:13]=1[CH3:14])=[O:32]. The yield is 0.270. (7) The reactants are [Cl:1][C:2]1[CH:11]=[CH:10][C:9]2[NH:8][C:7](=O)[N:6]3[N:13]=[CH:14][N:15]=[C:5]3[C:4]=2[CH:3]=1.P(Cl)(Cl)([Cl:18])=O.C(N(CC)C(C)C)(C)C. No catalyst specified. The product is [Cl:18][C:7]1[N:6]2[N:13]=[CH:14][N:15]=[C:5]2[C:4]2[CH:3]=[C:2]([Cl:1])[CH:11]=[CH:10][C:9]=2[N:8]=1. The yield is 0.810. (8) The reactants are [O:1]=[C:2]1[C:7]([CH2:8][C:9]2[CH:14]=[CH:13][C:12]([C:15]3[CH:20]=[CH:19][CH:18]=[CH:17][C:16]=3[C:21]3[NH:25][C:24](=[O:26])[O:23][N:22]=3)=[CH:11][CH:10]=2)=[C:6]([CH2:27][CH2:28][CH3:29])[N:5]2[N:30]=[CH:31][N:32]=[C:4]2[N:3]1[C@H:33]1[CH2:38][CH2:37][C@H:36]([O:39][CH2:40][C:41]2([C:45]([NH2:47])=O)[CH2:44][CH2:43][CH2:42]2)[CH2:35][CH2:34]1.N1C=CC=CC=1.FC(F)(F)C(OC(=O)C(F)(F)F)=O. The catalyst is O1CCCC1.C(OCC)(=O)C. The product is [O:1]=[C:2]1[C:7]([CH2:8][C:9]2[CH:14]=[CH:13][C:12]([C:15]3[CH:20]=[CH:19][CH:18]=[CH:17][C:16]=3[C:21]3[NH:25][C:24](=[O:26])[O:23][N:22]=3)=[CH:11][CH:10]=2)=[C:6]([CH2:27][CH2:28][CH3:29])[N:5]2[N:30]=[CH:31][N:32]=[C:4]2[N:3]1[C@H:33]1[CH2:34][CH2:35][C@H:36]([O:39][CH2:40][C:41]2([C:45]#[N:47])[CH2:44][CH2:43][CH2:42]2)[CH2:37][CH2:38]1. The yield is 0.690. (9) The reactants are [BH4-].[Na+].B(F)(F)F.CC[O:9]CC.[CH2:12]([O:19][C:20]1[CH:25]=[CH:24][C:23]([C:26]2[CH2:31][CH2:30][N:29]([C:32]([O:34][C:35]([CH3:38])([CH3:37])[CH3:36])=[O:33])[CH2:28][CH:27]=2)=[CH:22][CH:21]=1)[C:13]1[CH:18]=[CH:17][CH:16]=[CH:15][CH:14]=1.[OH-].[Na+].OO. The catalyst is C1COCC1.C(O)C.O. The product is [CH2:12]([O:19][C:20]1[CH:25]=[CH:24][C:23]([C@@H:26]2[CH2:31][CH2:30][N:29]([C:32]([O:34][C:35]([CH3:38])([CH3:37])[CH3:36])=[O:33])[CH2:28][C@H:27]2[OH:9])=[CH:22][CH:21]=1)[C:13]1[CH:14]=[CH:15][CH:16]=[CH:17][CH:18]=1. The yield is 0.820.